Task: Predict the reactants needed to synthesize the given product.. Dataset: Full USPTO retrosynthesis dataset with 1.9M reactions from patents (1976-2016) (1) Given the product [C:32]([C:36]1[CH:41]=[CH:40][C:39]([S:42]([NH:1][C:4]2[CH:5]=[C:6]3[C:10](=[CH:11][CH:12]=2)[N:9]([CH2:13][C:14]2[CH:15]=[CH:16][C:17]([C:18]([NH:30][CH2:29][CH2:28][C:27]([OH:26])=[O:31])=[O:19])=[CH:21][CH:22]=2)[CH:8]=[CH:7]3)(=[O:44])=[O:43])=[CH:38][CH:37]=1)([CH3:35])([CH3:33])[CH3:34], predict the reactants needed to synthesize it. The reactants are: [N+:1]([C:4]1[CH:5]=[C:6]2[C:10](=[CH:11][CH:12]=1)[N:9]([CH2:13][C:14]1[CH:22]=[CH:21][C:17]([C:18](O)=[O:19])=[CH:16][CH:15]=1)[CH:8]=[CH:7]2)([O-])=O.Cl.C([O:26][C:27](=[O:31])[CH2:28][CH2:29][NH2:30])C.[C:32]([C:36]1[CH:41]=[CH:40][C:39]([S:42](Cl)(=[O:44])=[O:43])=[CH:38][CH:37]=1)([CH3:35])([CH3:34])[CH3:33]. (2) Given the product [C:1]([C:3]1[CH:8]=[CH:7][C:6]([CH:9]2[N:13]3[C:14]([CH2:18][OH:20])=[CH:15][N:16]=[C:12]3[CH2:11][CH2:10]2)=[CH:5][C:4]=1[F:17])#[N:2], predict the reactants needed to synthesize it. The reactants are: [C:1]([C:3]1[CH:8]=[CH:7][C:6]([CH:9]2[N:13]3[CH:14]=[CH:15][N:16]=[C:12]3[CH2:11][CH2:10]2)=[CH:5][C:4]=1[F:17])#[N:2].[C:18]([O-])(=[O:20])C.[Na+].C(O)(=O)C.C=O.C([O-])(O)=O.[Na+]. (3) Given the product [NH2:15][C:14]1[C:4]2[C:5](=[O:18])[N:6]([CH:8]([CH:10]3[CH2:12][CH2:11]3)[CH3:9])[CH:7]=[C:2]([Br:1])[C:3]=2[NH:20][N:19]=1, predict the reactants needed to synthesize it. The reactants are: [Br:1][C:2]1[C:3](OC)=[C:4]([C:14]#[N:15])[C:5](=O)[N:6]([CH:8]([CH:10]2[CH2:12][CH2:11]2)[CH3:9])[CH:7]=1.[OH2:18].[NH2:19][NH2:20]. (4) Given the product [ClH:1].[ClH:1].[Cl:1][C:2]1[CH:10]=[C:9]2[C:5]([C:6]([C:15]([N:17]3[CH2:22][CH2:21][CH:20]([C:23]4[CH:28]=[CH:27][CH:26]=[CH:25][C:24]=4[F:29])[CH2:19][CH2:18]3)=[O:16])=[CH:7][N:8]2[CH2:11][C:12]([N:37]2[CH2:42][CH2:41][NH:40][CH2:39][CH2:38]2)=[O:13])=[CH:4][CH:3]=1, predict the reactants needed to synthesize it. The reactants are: [Cl:1][C:2]1[CH:10]=[C:9]2[C:5]([C:6]([C:15]([N:17]3[CH2:22][CH2:21][CH:20]([C:23]4[CH:28]=[CH:27][CH:26]=[CH:25][C:24]=4[F:29])[CH2:19][CH2:18]3)=[O:16])=[CH:7][N:8]2[CH2:11][C:12](O)=[O:13])=[CH:4][CH:3]=1.C(OC([N:37]1[CH2:42][CH2:41][NH:40][CH2:39][CH2:38]1)=O)(C)(C)C. (5) Given the product [CH:1]1([N:6]2[CH2:12][C:11]([CH3:13])([CH3:14])[C:10](=[O:15])[N:9]([CH3:16])[C:8]3[CH:17]=[N:18][C:19]([NH:21][C:22]4[CH:30]=[CH:29][C:25]([C:26]([NH:75][CH:76]5[CH2:81][CH2:80][N:79]([CH3:82])[CH2:78][CH2:77]5)=[O:28])=[CH:24][C:23]=4[CH3:31])=[N:20][C:7]2=3)[CH2:5][CH2:4][CH2:3][CH2:2]1, predict the reactants needed to synthesize it. The reactants are: [CH:1]1([N:6]2[CH2:12][C:11]([CH3:14])([CH3:13])[C:10](=[O:15])[N:9]([CH3:16])[C:8]3[CH:17]=[N:18][C:19]([NH:21][C:22]4[CH:30]=[CH:29][C:25]([C:26]([OH:28])=O)=[CH:24][C:23]=4[CH3:31])=[N:20][C:7]2=3)[CH2:5][CH2:4][CH2:3][CH2:2]1.ON1C2C=CC=CC=2N=N1.F[P-](F)(F)(F)(F)F.CN(C(N(C)C)=[N+]1C2C=CC=CC=2[N+]([O-])=N1)C.C(N(C(C)C)C(C)C)C.[NH2:75][CH:76]1[CH2:81][CH2:80][N:79]([CH3:82])[CH2:78][CH2:77]1. (6) Given the product [F:22][CH:23]([F:27])[CH2:20][N:10]1[CH:11]([C:13]([OH:15])=[O:14])[CH2:12][N:8]([CH3:5])[C:9]1=[O:21], predict the reactants needed to synthesize it. The reactants are: FC1C=N[C:5]([N:8]2[CH2:12][CH:11]([C:13]([O:15]C(C)(C)C)=[O:14])[N:10]([CH3:20])[C:9]2=[O:21])=NC=1.[F:22][C:23](F)([F:27])C(O)=O.C1(C)C=CC=CC=1. (7) Given the product [ClH:11].[CH:2]1([CH2:7][CH2:8][CH2:9][OH:10])[CH2:12][CH2:6][CH2:5][CH2:4][CH2:3]1, predict the reactants needed to synthesize it. The reactants are: N1[CH:6]=[CH:5][CH:4]=[CH:3][C:2]=1[CH2:7][CH2:8][CH2:9][OH:10].[ClH:11].[CH2:12](O)C. (8) Given the product [Cl:1][C:2]1[C:3]([F:37])=[C:4]([CH:34]=[CH:35][CH:36]=1)[C:5]([N:7]1[CH2:12][CH2:11][N:10]([CH2:13][C:14]2[N:19]=[C:18]([NH:20][C:21]3[CH:25]=[CH:24][NH:23][N:22]=3)[CH:17]=[CH:16][CH:15]=2)[CH2:9][CH2:8]1)=[O:6], predict the reactants needed to synthesize it. The reactants are: [Cl:1][C:2]1[C:3]([F:37])=[C:4]([CH:34]=[CH:35][CH:36]=1)[C:5]([N:7]1[CH2:12][CH2:11][N:10]([CH2:13][C:14]2[N:19]=[C:18]([NH:20][C:21]3[CH:25]=[CH:24][N:23](COCC[Si](C)(C)C)[N:22]=3)[CH:17]=[CH:16][CH:15]=2)[CH2:9][CH2:8]1)=[O:6].O. (9) Given the product [CH2:1]([C@H:3]1[N:4]([C:8]([O:10][C:11]([CH3:13])([CH3:12])[CH3:14])=[O:9])[C@@H:5]1[C:6]([O:19][CH3:18])=[O:7])[CH3:2], predict the reactants needed to synthesize it. The reactants are: [CH2:1]([C@@H:3]1[C@@H:5]([CH:6]=[O:7])[N:4]1[C:8]([O:10][C:11]([CH3:14])([CH3:13])[CH3:12])=[O:9])[CH3:2].[C-]#N.[Na+].[CH3:18][OH:19]. (10) Given the product [CH3:13][C:14]1([CH3:15])[O:55][CH2:52][CH:51]([CH2:56][O:27][C:24]2[CH:25]=[CH:26][C:21]([C:3]([C:6]3[CH:11]=[CH:10][C:9]([CH2:12][CH2:13][C:14]([CH2:15][CH3:16])([OH:17])[CH2:18][CH3:19])=[C:8]([CH3:20])[CH:7]=3)([CH2:4][CH3:5])[CH2:1][CH3:2])=[CH:22][C:23]=2[CH3:28])[CH2:50][O:17]1, predict the reactants needed to synthesize it. The reactants are: [CH2:1]([C:3]([C:21]1[CH:26]=[CH:25][C:24]([OH:27])=[C:23]([CH3:28])[CH:22]=1)([C:6]1[CH:11]=[CH:10][C:9]([CH2:12][CH2:13][C:14]([CH2:18][CH3:19])([OH:17])[CH2:15][CH3:16])=[C:8]([CH3:20])[CH:7]=1)[CH2:4][CH3:5])[CH3:2].C(C(C1C=C[C:52]([OH:55])=[C:51]([CH3:56])[CH:50]=1)(C1C=CC(C#CC(CC)(O)CC)=C(C)C=1)CC)C.